This data is from Reaction yield outcomes from USPTO patents with 853,638 reactions. The task is: Predict the reaction yield, written as a fraction of the theoretical maximum amount of product (1.0 means a 100% yield; for example, 0.34 means a 34% yield). (1) The reactants are [Br:1][C:2]1[CH:9]=[CH:8][C:5]([CH:6]=O)=[CH:4][N:3]=1.[NH2:10][CH2:11][CH2:12][CH2:13][OH:14].C(O)(=O)C.C(O[BH-](OC(=O)C)OC(=O)C)(=O)C.[Na+]. The product is [Br:1][C:2]1[N:3]=[CH:4][C:5]([CH2:6][NH:10][CH2:11][CH2:12][CH2:13][OH:14])=[CH:8][CH:9]=1. The catalyst is C(Cl)Cl.CCOC(C)=O. The yield is 0.550. (2) The reactants are C([O:3][C:4](=[O:31])[CH2:5][C:6]1[CH:11]=[CH:10][C:9]([N:12]2[CH2:20][C:19]3[C:18]([O:21][CH2:22][CH3:23])=[C:17]4[CH:24]=[CH:25][CH:26]=[CH:27][C:16]4=[C:15]([O:28][CH2:29][CH3:30])[C:14]=3[CH2:13]2)=[CH:8][CH:7]=1)C.[OH-].[Li+]. The catalyst is O1CCCC1.O. The product is [CH2:22]([O:21][C:18]1[C:19]2[CH2:20][N:12]([C:9]3[CH:8]=[CH:7][C:6]([CH2:5][C:4]([OH:31])=[O:3])=[CH:11][CH:10]=3)[CH2:13][C:14]=2[C:15]([O:28][CH2:29][CH3:30])=[C:16]2[CH:27]=[CH:26][CH:25]=[CH:24][C:17]=12)[CH3:23]. The yield is 0.430.